This data is from Reaction yield outcomes from USPTO patents with 853,638 reactions. The task is: Predict the reaction yield, written as a fraction of the theoretical maximum amount of product (1.0 means a 100% yield; for example, 0.34 means a 34% yield). (1) The reactants are BrCCC[CH2:5][N:6]1[C:10](=O)[C:9]2=[CH:12][CH:13]=[CH:14][CH:15]=[C:8]2[C:7]1=O.[NH:17]1CCCCC1.[I-].[Na+].C(=O)([O-])[O-].[K+].[K+]. The catalyst is CC(=O)CC. The product is [N:6]1([CH2:7][CH2:8][CH2:15][CH2:14][NH2:17])[CH2:5][CH2:13][CH2:12][CH2:9][CH2:10]1. The yield is 0.650. (2) The reactants are [CH3:1][O:2][C:3]1[CH:16]=[C:15]([O:17][CH3:18])[CH:14]=[CH:13][C:4]=1[CH2:5][NH:6][C:7]1[CH:12]=[CH:11][N:10]=[CH:9][N:8]=1.[F:19][C:20]1[CH:25]=[CH:24][C:23]([S:26](Cl)(=[O:28])=[O:27])=[CH:22][C:21]=1[C:30]([F:33])([F:32])[F:31].N12CCN(CC1)CC2. The catalyst is C(#N)C. The product is [CH3:1][O:2][C:3]1[CH:16]=[C:15]([O:17][CH3:18])[CH:14]=[CH:13][C:4]=1[CH2:5][N:6]([C:7]1[CH:12]=[CH:11][N:10]=[CH:9][N:8]=1)[S:26]([C:23]1[CH:24]=[CH:25][C:20]([F:19])=[C:21]([C:30]([F:33])([F:31])[F:32])[CH:22]=1)(=[O:28])=[O:27]. The yield is 0.330. (3) The reactants are [N+:1]([C:4]1[CH:9]=[CH:8][CH:7]=[CH:6][C:5]=1[CH2:10][C:11]#[N:12])([O-])=O. The catalyst is [Pd].C(O)(=O)C. The product is [NH2:1][C:4]1[CH:9]=[CH:8][CH:7]=[CH:6][C:5]=1[CH2:10][C:11]#[N:12]. The yield is 0.550. (4) The reactants are C(Cl)(=O)C([Cl:4])=O.[F:7][C:8]1([CH:20]([CH3:24])[C:21](O)=[O:22])[CH2:13][CH:12]=[CH:11][CH:10]=[C:9]1[C:14]1[CH:19]=[CH:18][CH:17]=[CH:16][CH:15]=1. The catalyst is CN(C)C=O.C(Cl)Cl. The product is [F:7][C:8]1([CH:20]([CH3:24])[C:21]([Cl:4])=[O:22])[CH2:13][CH:12]=[CH:11][CH:10]=[C:9]1[C:14]1[CH:19]=[CH:18][CH:17]=[CH:16][CH:15]=1. The yield is 1.00. (5) The reactants are [OH:1][C:2]1[CH:7]=[CH:6][C:5]([CH2:8][C:9](OC)=[O:10])=[CH:4][CH:3]=1.[H-].[H-].[H-].[H-].[Li+].[Al+3]. The catalyst is C1COCC1. The product is [OH:1][C:2]1[CH:7]=[CH:6][C:5]([CH2:8][CH2:9][OH:10])=[CH:4][CH:3]=1. The yield is 0.440. (6) The reactants are [H-].[Na+].[NH:3]1[C:11]2[C:6](=[CH:7][CH:8]=[CH:9][CH:10]=2)[CH2:5][C:4]1=[O:12].S(OC)(O[CH3:17])(=O)=O. The catalyst is C1(C)C(C)=CC=CC=1. The product is [CH3:17][N:3]1[C:11]2[C:6](=[CH:7][CH:8]=[CH:9][CH:10]=2)[CH2:5][C:4]1=[O:12]. The yield is 0.673. (7) The catalyst is O. The reactants are [CH2:1]([C:3]1[O:7][C:6]([C:8]([C:10]2[CH:15]=[CH:14][CH:13]=[CH:12][N:11]=2)=O)=[CH:5][CH:4]=1)[CH3:2].[NH3:16]. The yield is 0.430. The product is [CH2:1]([C:3]1[N:16]=[C:8]([C:10]2[CH:15]=[CH:14][CH:13]=[CH:12][N:11]=2)[C:6]([OH:7])=[CH:5][CH:4]=1)[CH3:2].